Dataset: TCR-epitope binding with 47,182 pairs between 192 epitopes and 23,139 TCRs. Task: Binary Classification. Given a T-cell receptor sequence (or CDR3 region) and an epitope sequence, predict whether binding occurs between them. The epitope is KTWGQYWQV. The TCR CDR3 sequence is CASSLGWGPNEQFF. Result: 0 (the TCR does not bind to the epitope).